From a dataset of Reaction yield outcomes from USPTO patents with 853,638 reactions. Predict the reaction yield, written as a fraction of the theoretical maximum amount of product (1.0 means a 100% yield; for example, 0.34 means a 34% yield). (1) The reactants are CC(OC([N:8]1[CH:16]=[N:15][C:14]2[C:9]1=[N:10][CH:11]=[N:12][C:13]=2[N:17]1[CH2:22][CH2:21][C:20]2([C:26]3=[N:27][C:28]4[C:33](OS(C(F)(F)F)(=O)=O)=[CH:32][CH:31]=[CH:30][C:29]=4[N:25]3C(=O)[N:23]2C(OC(C)(C)C)=O)[CH2:19][CH2:18]1)=O)(C)C.[C:50]1(B(O)O)[CH:55]=[CH:54][CH:53]=[CH:52][CH:51]=1.[F-].[Cs+].[OH-].[Na+].Cl. The catalyst is O1CCOCC1.O.C1C=CC([P]([Pd]([P](C2C=CC=CC=2)(C2C=CC=CC=2)C2C=CC=CC=2)([P](C2C=CC=CC=2)(C2C=CC=CC=2)C2C=CC=CC=2)[P](C2C=CC=CC=2)(C2C=CC=CC=2)C2C=CC=CC=2)(C2C=CC=CC=2)C2C=CC=CC=2)=CC=1. The product is [C:50]1([C:33]2[C:28]3[N:27]=[C:26]([C:20]4([NH2:23])[CH2:19][CH2:18][N:17]([C:13]5[N:12]=[CH:11][N:10]=[C:9]6[C:14]=5[N:15]=[CH:16][NH:8]6)[CH2:22][CH2:21]4)[NH:25][C:29]=3[CH:30]=[CH:31][CH:32]=2)[CH:55]=[CH:54][CH:53]=[CH:52][CH:51]=1. The yield is 0.590. (2) The product is [F:1][C:2]1[C:10]2[N:6]([C:7]([C:13]3[CH:18]=[CH:17][CH:16]=[CH:15][N:14]=3)=[C:8]([CH:11]=[O:12])[CH:9]=2)[CH:5]=[CH:4][CH:3]=1. The catalyst is O=[Mn]=O. The reactants are [F:1][C:2]1[C:10]2[N:6]([C:7]([C:13]3[CH:18]=[CH:17][CH:16]=[CH:15][N:14]=3)=[C:8]([CH2:11][OH:12])[CH:9]=2)[CH:5]=[CH:4][CH:3]=1. The yield is 0.850. (3) The reactants are NC[C:3]1[CH:11]=[CH:10][C:6]([C:7]([OH:9])=[O:8])=[CH:5][C:4]=1[N+:12]([O-:14])=[O:13].ClC(OCC1C2C=CC=CC=2C2C1=CC=CC=2)=O. The catalyst is C([O-])([O-])=O.[Na+].[Na+].O1CCOCC1. The product is [N+:12]([C:4]1[CH:5]=[C:6]([CH:10]=[CH:11][CH:3]=1)[C:7]([OH:9])=[O:8])([O-:14])=[O:13]. The yield is 0.920. (4) The reactants are [C:1]1([CH2:7][CH2:8][NH2:9])[CH:6]=[CH:5][CH2:4][CH2:3][CH:2]=1.Br[CH2:11][C:12]1[CH:21]=[CH:20][C:15]([C:16]([O:18][CH3:19])=[O:17])=[CH:14][CH:13]=1.C([O-])([O-])=O.[K+].[K+]. The catalyst is CN(C=O)C.C(OCC)(=O)C.[Cl-].[Na+].O. The product is [CH2:8]([NH:9][CH2:11][C:12]1[CH:21]=[CH:20][C:15]([C:16]([O:18][CH3:19])=[O:17])=[CH:14][CH:13]=1)[CH2:7][C:1]1[CH:2]=[CH:3][CH:4]=[CH:5][CH:6]=1. The yield is 0.620. (5) The reactants are [Br:1][C:2]1[CH:8]=[CH:7][C:5](N)=[C:4]([CH3:9])[C:3]=1[CH3:10].N([O-])=O.[Na+].[S:15](=[O:17])=[O:16].[ClH:18]. The catalyst is C(O)(=O)C.O.[Cu]Cl. The product is [Br:1][C:2]1[CH:8]=[CH:7][C:5]([S:15]([Cl:18])(=[O:17])=[O:16])=[C:4]([CH3:9])[C:3]=1[CH3:10]. The yield is 0.480.